This data is from NCI-60 drug combinations with 297,098 pairs across 59 cell lines. The task is: Regression. Given two drug SMILES strings and cell line genomic features, predict the synergy score measuring deviation from expected non-interaction effect. (1) Drug 1: C1=C(C(=O)NC(=O)N1)F. Drug 2: C1=CN(C(=O)N=C1N)C2C(C(C(O2)CO)O)O.Cl. Cell line: KM12. Synergy scores: CSS=13.6, Synergy_ZIP=-12.4, Synergy_Bliss=-25.5, Synergy_Loewe=-23.7, Synergy_HSA=-23.3. (2) Drug 1: CN1CCC(CC1)COC2=C(C=C3C(=C2)N=CN=C3NC4=C(C=C(C=C4)Br)F)OC. Drug 2: C1CCC(CC1)NC(=O)N(CCCl)N=O. Cell line: M14. Synergy scores: CSS=7.29, Synergy_ZIP=6.01, Synergy_Bliss=9.76, Synergy_Loewe=6.49, Synergy_HSA=6.85. (3) Drug 1: CC1C(C(=O)NC(C(=O)N2CCCC2C(=O)N(CC(=O)N(C(C(=O)O1)C(C)C)C)C)C(C)C)NC(=O)C3=C4C(=C(C=C3)C)OC5=C(C(=O)C(=C(C5=N4)C(=O)NC6C(OC(=O)C(N(C(=O)CN(C(=O)C7CCCN7C(=O)C(NC6=O)C(C)C)C)C)C(C)C)C)N)C. Drug 2: C1=CC=C(C(=C1)C(C2=CC=C(C=C2)Cl)C(Cl)Cl)Cl. Cell line: NCIH23. Synergy scores: CSS=4.44, Synergy_ZIP=-0.379, Synergy_Bliss=4.27, Synergy_Loewe=-8.59, Synergy_HSA=1.28. (4) Drug 1: CC1=CC2C(CCC3(C2CCC3(C(=O)C)OC(=O)C)C)C4(C1=CC(=O)CC4)C. Drug 2: C1=CC=C(C(=C1)C(C2=CC=C(C=C2)Cl)C(Cl)Cl)Cl. Cell line: HL-60(TB). Synergy scores: CSS=3.40, Synergy_ZIP=3.85, Synergy_Bliss=0.862, Synergy_Loewe=-2.52, Synergy_HSA=-1.90. (5) Drug 1: CC1=C2C(C(=O)C3(C(CC4C(C3C(C(C2(C)C)(CC1OC(=O)C(C(C5=CC=CC=C5)NC(=O)C6=CC=CC=C6)O)O)OC(=O)C7=CC=CC=C7)(CO4)OC(=O)C)O)C)OC(=O)C. Drug 2: COCCOC1=C(C=C2C(=C1)C(=NC=N2)NC3=CC=CC(=C3)C#C)OCCOC.Cl. Cell line: ACHN. Synergy scores: CSS=32.3, Synergy_ZIP=1.54, Synergy_Bliss=4.02, Synergy_Loewe=8.69, Synergy_HSA=10.5. (6) Drug 1: CC1OCC2C(O1)C(C(C(O2)OC3C4COC(=O)C4C(C5=CC6=C(C=C35)OCO6)C7=CC(=C(C(=C7)OC)O)OC)O)O. Drug 2: B(C(CC(C)C)NC(=O)C(CC1=CC=CC=C1)NC(=O)C2=NC=CN=C2)(O)O. Cell line: HOP-92. Synergy scores: CSS=32.2, Synergy_ZIP=-8.75, Synergy_Bliss=-4.46, Synergy_Loewe=-1.72, Synergy_HSA=-2.10. (7) Drug 1: CC1=C2C(C(=O)C3(C(CC4C(C3C(C(C2(C)C)(CC1OC(=O)C(C(C5=CC=CC=C5)NC(=O)OC(C)(C)C)O)O)OC(=O)C6=CC=CC=C6)(CO4)OC(=O)C)OC)C)OC. Drug 2: C1C(C(OC1N2C=NC(=NC2=O)N)CO)O. Cell line: UACC62. Synergy scores: CSS=44.9, Synergy_ZIP=7.09, Synergy_Bliss=6.71, Synergy_Loewe=-4.48, Synergy_HSA=7.80. (8) Cell line: OVCAR3. Drug 2: CCC1(C2=C(COC1=O)C(=O)N3CC4=CC5=C(C=CC(=C5CN(C)C)O)N=C4C3=C2)O.Cl. Synergy scores: CSS=36.5, Synergy_ZIP=-9.84, Synergy_Bliss=-15.3, Synergy_Loewe=-9.26, Synergy_HSA=-6.96. Drug 1: CN(CCCl)CCCl.Cl. (9) Drug 1: CN1C2=C(C=C(C=C2)N(CCCl)CCCl)N=C1CCCC(=O)O.Cl. Drug 2: B(C(CC(C)C)NC(=O)C(CC1=CC=CC=C1)NC(=O)C2=NC=CN=C2)(O)O. Cell line: A549. Synergy scores: CSS=61.6, Synergy_ZIP=2.93, Synergy_Bliss=4.58, Synergy_Loewe=-13.5, Synergy_HSA=6.12.